This data is from Catalyst prediction with 721,799 reactions and 888 catalyst types from USPTO. The task is: Predict which catalyst facilitates the given reaction. (1) Reactant: [C:1]([C:4]1[C:22](=[O:23])[C@@:8]2([CH3:24])[C:9]3[C:15]([OH:16])=[CH:14][C:13]([O:17][CH3:18])=[C:12]([C:19]([NH2:21])=[O:20])[C:10]=3[O:11][C:7]2=[CH:6][C:5]=1[OH:25])(=[O:3])[CH3:2].[CH2:26]([C:30]1[CH:39]=[CH:38][C:37]2[C:32](=[CH:33][CH:34]=[CH:35][CH:36]=2)[C:31]=1[CH:40]=O)[CH2:27][CH2:28][CH3:29].C([SiH](CC)CC)C.FC(F)(F)C(O)=O. Product: [C:1]([C:4]1[C:22](=[O:23])[C@@:8]2([CH3:24])[C:9]3[C:15]([OH:16])=[CH:14][C:13]([O:17][CH3:18])=[C:12]([C:19]([NH:21][CH2:40][C:31]4[C:32]5[C:37](=[CH:36][CH:35]=[CH:34][CH:33]=5)[CH:38]=[CH:39][C:30]=4[CH2:26][CH2:27][CH2:28][CH3:29])=[O:20])[C:10]=3[O:11][C:7]2=[CH:6][C:5]=1[OH:25])(=[O:3])[CH3:2]. The catalyst class is: 10. (2) Reactant: [CH2:1]([N:8]1[CH2:14][CH:13]([NH:15][S:16]([C:19]2[CH:28]=[CH:27][C:26]3[C:21](=[CH:22][CH:23]=[C:24]([Cl:29])[CH:25]=3)[CH:20]=2)(=[O:18])=[O:17])[C:12](=[O:30])[N:11]([C:31]2[CH:36]=[CH:35][C:34](Br)=[CH:33][CH:32]=2)[CH2:10][CH2:9]1)[C:2]1[CH:7]=[CH:6][CH:5]=[CH:4][CH:3]=1.Cl[C:39]1[CH:40]=[C:41]2[C:46](=[CH:47][CH:48]=1)C=C(S(Cl)(=O)=O)C=[CH:42]2.[N:53]1[CH:58]=CC=C[CH:54]=1. Product: [CH2:1]([N:8]1[CH2:14][CH:13]([NH:15][S:16]([C:19]2[CH:28]=[CH:27][C:26]3[C:21](=[CH:22][CH:23]=[C:24]([Cl:29])[CH:25]=3)[CH:20]=2)(=[O:18])=[O:17])[C:12](=[O:30])[N:11]([C:31]2[CH:36]=[CH:35][C:34]([C:46]3[CH:47]=[CH:48][CH:39]=[CH:40][C:41]=3[CH2:42][N:53]([CH3:58])[CH3:54])=[CH:33][CH:32]=2)[CH2:10][CH2:9]1)[C:2]1[CH:7]=[CH:6][CH:5]=[CH:4][CH:3]=1. The catalyst class is: 4. (3) Product: [C:69]([C:44]1([CH3:68])[S:43][C:47]([C:49]2[NH:50][C:51]3[C:56]([CH:57]=2)=[CH:55][CH:54]=[CH:53][C:52]=3[N:58]([CH3:67])[S:59]([C:62]2[S:63][CH:64]=[CH:65][CH:66]=2)(=[O:61])=[O:60])=[N:46][CH2:45]1)#[N:70]. Reactant: C1(P(=O)(C2C=CC=CC=2)C2C=CC=CC=2)C=CC=CC=1.FC(F)(F)S(OS(C(F)(F)F)(=O)=O)(=O)=O.C([S:43][C:44]([C:69]#[N:70])([CH3:68])[CH2:45][NH:46][C:47]([C:49]1[NH:50][C:51]2[C:56]([CH:57]=1)=[CH:55][CH:54]=[CH:53][C:52]=2[N:58]([CH3:67])[S:59]([C:62]1[S:63][CH:64]=[CH:65][CH:66]=1)(=[O:61])=[O:60])=O)C1C=CC=CC=1.C(=O)([O-])O.[Na+]. The catalyst class is: 10. (4) Product: [CH3:1][C:2]1[C:6]([CH2:7][OH:8])=[CH:5][N:4]([C:12]2[CH:17]=[CH:16][C:15]([C:18]([F:21])([F:19])[F:20])=[CH:14][N:13]=2)[N:3]=1. The catalyst class is: 188. Reactant: [CH3:1][C:2]1[C:6]([C:7](OCC)=[O:8])=[CH:5][N:4]([C:12]2[CH:17]=[CH:16][C:15]([C:18]([F:21])([F:20])[F:19])=[CH:14][N:13]=2)[N:3]=1.[H-].C([Al+]CC(C)C)C(C)C.Cl. (5) Reactant: [C:9](O[C:9]([O:11][C:12]([CH3:15])([CH3:14])[CH3:13])=[O:10])([O:11][C:12]([CH3:15])([CH3:14])[CH3:13])=[O:10].[CH3:16][C:17]([NH2:21])([CH3:20])[CH2:18][NH2:19]. Product: [C:12]([O:11][C:9](=[O:10])[NH:19][CH2:18][C:17]([NH2:21])([CH3:20])[CH3:16])([CH3:13])([CH3:14])[CH3:15]. The catalyst class is: 12. (6) Reactant: C(OC(OCC)[N:5]1[CH:9]=[CH:8][N:7]=[CH:6]1)C.C([Li])CCC.CON(C)[C:21]([CH:23]1[C:32]2[C:27](=[CH:28][CH:29]=[CH:30][CH:31]=2)[N:26]([S:33]([C:36]2[CH:41]=[CH:40][C:39]([CH3:42])=[CH:38][CH:37]=2)(=[O:35])=[O:34])[CH2:25][CH2:24]1)=[O:22]. Product: [NH:7]1[CH:8]=[CH:9][N:5]=[C:6]1[C:21]([CH:23]1[C:32]2[C:27](=[CH:28][CH:29]=[CH:30][CH:31]=2)[N:26]([S:33]([C:36]2[CH:37]=[CH:38][C:39]([CH3:42])=[CH:40][CH:41]=2)(=[O:35])=[O:34])[CH2:25][CH2:24]1)=[O:22]. The catalyst class is: 188.